Dataset: Full USPTO retrosynthesis dataset with 1.9M reactions from patents (1976-2016). Task: Predict the reactants needed to synthesize the given product. (1) Given the product [F:1][C:2]1[CH:7]=[CH:6][CH:5]=[CH:4][C:3]=1[C:8]1[C:14]2[CH:15]=[CH:16][CH:17]=[C:18]([CH3:19])[C:13]=2[N:12]([CH2:20][C:21]([C:23]2[CH:28]=[CH:27][CH:26]=[CH:25][C:24]=2[OH:29])=[O:22])[C:11](=[O:31])[CH:10]([NH:32][C:33]([NH:35][C:36]2[CH:41]=[CH:40][CH:39]=[C:38]([C:42]3[NH:46][N:45]=[N:44][N:43]=3)[CH:37]=2)=[O:34])[N:9]=1, predict the reactants needed to synthesize it. The reactants are: [F:1][C:2]1[CH:7]=[CH:6][CH:5]=[CH:4][C:3]=1[C:8]1[C:14]2[CH:15]=[CH:16][CH:17]=[C:18]([CH3:19])[C:13]=2[N:12]([CH2:20][C:21]([C:23]2[CH:28]=[CH:27][CH:26]=[CH:25][C:24]=2[O:29]C)=[O:22])[C:11](=[O:31])[CH:10]([NH:32][C:33]([NH:35][C:36]2[CH:41]=[CH:40][CH:39]=[C:38]([C:42]3[NH:46][N:45]=[N:44][N:43]=3)[CH:37]=2)=[O:34])[N:9]=1.B(Br)(Br)Br.C(OCC)(=O)C.O. (2) Given the product [CH:23]1([CH:22]=[C:21]([C:11]2[NH:10][C:14]3=[N:15][CH:16]=[C:17]([O:19][CH3:20])[CH:18]=[C:13]3[CH:12]=2)[C:29]2[CH:34]=[CH:33][C:32]([S:35]([CH3:38])(=[O:37])=[O:36])=[CH:31][CH:30]=2)[CH2:28][CH2:27][CH2:26][CH2:25][CH2:24]1, predict the reactants needed to synthesize it. The reactants are: C1(S([N:10]2[C:14]3=[N:15][CH:16]=[C:17]([O:19][CH3:20])[CH:18]=[C:13]3[CH:12]=[C:11]2[C:21]([C:29]2[CH:34]=[CH:33][C:32]([S:35]([CH3:38])(=[O:37])=[O:36])=[CH:31][CH:30]=2)=[CH:22][CH:23]2[CH2:28][CH2:27][CH2:26][CH2:25][CH2:24]2)(=O)=O)C=CC=CC=1.[F-].C([N+](CCCC)(CCCC)CCCC)CCC. (3) Given the product [Br:1][C:2]1[CH:3]=[C:4]([N+:9]([O-:11])=[O:10])[C:5]([NH:12][CH2:13][CH2:14][N:15]2[CH2:19][CH2:18][CH2:17][CH2:16]2)=[N:6][CH:7]=1, predict the reactants needed to synthesize it. The reactants are: [Br:1][C:2]1[CH:3]=[C:4]([N+:9]([O-:11])=[O:10])[C:5](Cl)=[N:6][CH:7]=1.[NH2:12][CH2:13][CH2:14][N:15]1[CH2:19][CH2:18][CH2:17][CH2:16]1.O.Cl. (4) Given the product [OH:2][C:1]1[CH:9]=[C:7]([OH:8])[CH:6]=[C:4]2[C:3]=1[CH2:12][CH2:11][C:10](=[O:13])[O:5]2, predict the reactants needed to synthesize it. The reactants are: [C:1]1([CH:9]=[C:7]([OH:8])[CH:6]=[C:4]([OH:5])[CH:3]=1)[OH:2].[C:10](O)(=[O:13])[CH:11]=[CH2:12].